Dataset: CYP2C9 inhibition data for predicting drug metabolism from PubChem BioAssay. Task: Regression/Classification. Given a drug SMILES string, predict its absorption, distribution, metabolism, or excretion properties. Task type varies by dataset: regression for continuous measurements (e.g., permeability, clearance, half-life) or binary classification for categorical outcomes (e.g., BBB penetration, CYP inhibition). Dataset: cyp2c9_veith. (1) The drug is COc1c(/C=N/Nc2ccc([N+](=O)[O-])cc2[N+](=O)[O-])c(C)nn1-c1ccccc1. The result is 1 (inhibitor). (2) The molecule is COC(=O)c1c(C)[nH]c(C)c1C(=O)c1ccccc1Cc1ccccc1. The result is 0 (non-inhibitor). (3) The compound is CC(=O)NS(=O)(=O)c1ccc(NC(=S)NC(=O)c2ccco2)cc1. The result is 0 (non-inhibitor). (4) The compound is Cc1cc(-c2cc(-c3ccc(Cl)cc3)nc(N)c2C#N)co1. The result is 1 (inhibitor).